Dataset: Reaction yield outcomes from USPTO patents with 853,638 reactions. Task: Predict the reaction yield, written as a fraction of the theoretical maximum amount of product (1.0 means a 100% yield; for example, 0.34 means a 34% yield). The reactants are Br[C:2]1[C:3]([CH3:19])=[C:4]([CH2:12][N:13]2[CH2:18][CH2:17][O:16][CH2:15][CH2:14]2)[N:5]2[C:10]=1[C:9]([NH2:11])=[N:8][CH:7]=[N:6]2.[CH3:20][C:21]1[CH:26]=[C:25](B2OC(C)(C)C(C)(C)O2)[CH:24]=[CH:23][C:22]=1[NH:36][C:37]([NH:39][C:40]1[CH:45]=[C:44]([C:46]([F:49])([F:48])[F:47])[CH:43]=[CH:42][N:41]=1)=[O:38].FC1C=CC(C(F)(F)F)=CC=1NC(NC1C=CC(B2OC(C)(C)C(C)(C)O2)=CC=1)=O. No catalyst specified. The product is [NH2:11][C:9]1[C:10]2=[C:2]([C:25]3[CH:24]=[CH:23][C:22]([NH:36][C:37]([NH:39][C:40]4[CH:45]=[C:44]([C:46]([F:47])([F:48])[F:49])[CH:43]=[CH:42][N:41]=4)=[O:38])=[C:21]([CH3:20])[CH:26]=3)[C:3]([CH3:19])=[C:4]([CH2:12][N:13]3[CH2:18][CH2:17][O:16][CH2:15][CH2:14]3)[N:5]2[N:6]=[CH:7][N:8]=1. The yield is 0.360.